Dataset: Full USPTO retrosynthesis dataset with 1.9M reactions from patents (1976-2016). Task: Predict the reactants needed to synthesize the given product. (1) Given the product [Br:1][C:2]1[N:7]=[C:6]([C:8]2[C:16]3[C:11](=[N:12][C:13]([NH:34][CH2:33][CH2:32][N:26]4[CH2:31][CH2:30][CH2:29][CH2:28][CH2:27]4)=[N:14][CH:15]=3)[N:10]([CH2:18][O:19][CH2:20][CH2:21][Si:22]([CH3:25])([CH3:24])[CH3:23])[N:9]=2)[CH:5]=[CH:4][CH:3]=1, predict the reactants needed to synthesize it. The reactants are: [Br:1][C:2]1[N:7]=[C:6]([C:8]2[C:16]3[C:11](=[N:12][C:13](Cl)=[N:14][CH:15]=3)[N:10]([CH2:18][O:19][CH2:20][CH2:21][Si:22]([CH3:25])([CH3:24])[CH3:23])[N:9]=2)[CH:5]=[CH:4][CH:3]=1.[N:26]1([CH2:32][CH2:33][NH2:34])[CH2:31][CH2:30][CH2:29][CH2:28][CH2:27]1. (2) Given the product [CH2:10]([O:9][C:7]([C:3]1[NH:4][CH:5]=[C:6]2[CH:26]([C:24]3[O:25][C:21]([S:20][C:18]4[NH:17][C:16]5[CH:28]=[C:29]([CH3:30])[C:13]([Cl:12])=[CH:14][C:15]=5[N:19]=4)=[CH:22][CH:23]=3)[C:32]3[C:33](=[O:37])[CH2:34][CH2:35][CH2:36][C:31]=3[NH:1][C:2]=12)=[O:8])[CH3:11], predict the reactants needed to synthesize it. The reactants are: [NH2:1][C:2]1[CH:6]=[CH:5][NH:4][C:3]=1[C:7]([O:9][CH2:10][CH3:11])=[O:8].[Cl:12][C:13]1[C:29]([CH3:30])=[CH:28][C:16]2[NH:17][C:18]([S:20][C:21]3[O:25][C:24]([CH:26]=O)=[CH:23][CH:22]=3)=[N:19][C:15]=2[CH:14]=1.[C:31]1(=O)[CH2:36][CH2:35][CH2:34][C:33](=[O:37])[CH2:32]1. (3) Given the product [Br:1][C:2]1[CH:3]=[CH:4][C:5]([N:8]2[C:19](=[O:22])[NH:16][CH:10]=[N:9]2)=[CH:6][CH:7]=1, predict the reactants needed to synthesize it. The reactants are: [Br:1][C:2]1[CH:7]=[CH:6][C:5]([NH:8]/[N:9]=[CH:10]/C(O)=O)=[CH:4][CH:3]=1.CC[N:16]([CH2:19]C)CC.P(N=[N+]=[N-])(OC1C=CC=CC=1)(OC1C=CC=CC=1)=[O:22]. (4) Given the product [CH3:1][N:2]1[C:6]2[CH:7]=[C:8]([NH2:14])[C:9]([NH2:11])=[CH:10][C:5]=2[N:4]=[C:3]1[CH3:17], predict the reactants needed to synthesize it. The reactants are: [CH3:1][N:2]1[C:6]2[CH:7]=[C:8]([N+:14]([O-])=O)[C:9]([N+:11]([O-])=O)=[CH:10][C:5]=2[N:4]=[C:3]1[CH3:17].[Sn].[OH-].[Na+].